Task: Predict hERG channel inhibition at various concentrations.. Dataset: hERG Central: cardiac toxicity at 1µM, 10µM, and general inhibition The molecule is CCn1cc(C(=O)N2CCN(c3ccccn3)CC2)c(=O)c2cc(S(=O)(=O)N3CCC(C)CC3)ccc21. Results: hERG_inhib (hERG inhibition (general)): blocker.